This data is from Forward reaction prediction with 1.9M reactions from USPTO patents (1976-2016). The task is: Predict the product of the given reaction. (1) Given the reactants [Cl:1][C:2]1[CH:3]=[C:4]2[C:9](=[CH:10][CH:11]=1)[CH2:8][NH:7][CH2:6][CH2:5]2.[CH:12]([O:15][C:16]1[CH:24]=[CH:23][C:22]([S:25]([CH3:28])(=[O:27])=[O:26])=[CH:21][C:17]=1[C:18](O)=[O:19])([CH3:14])[CH3:13], predict the reaction product. The product is: [Cl:1][C:2]1[CH:3]=[C:4]2[C:9](=[CH:10][CH:11]=1)[CH2:8][N:7]([C:18]([C:17]1[CH:21]=[C:22]([S:25]([CH3:28])(=[O:27])=[O:26])[CH:23]=[CH:24][C:16]=1[O:15][CH:12]([CH3:14])[CH3:13])=[O:19])[CH2:6][CH2:5]2. (2) Given the reactants [Cl:1][C:2]1[N:7]=[C:6](Cl)[C:5]([I:9])=[CH:4][N:3]=1.[NH2:10][C:11]1[CH:12]=[CH:13][C:14]([O:17][CH3:18])=[N:15][CH:16]=1.C(N(CC)C(C)C)(C)C, predict the reaction product. The product is: [Cl:1][C:2]1[N:7]=[C:6]([NH:10][C:11]2[CH:16]=[N:15][C:14]([O:17][CH3:18])=[CH:13][CH:12]=2)[C:5]([I:9])=[CH:4][N:3]=1.